Dataset: Reaction yield outcomes from USPTO patents with 853,638 reactions. Task: Predict the reaction yield, written as a fraction of the theoretical maximum amount of product (1.0 means a 100% yield; for example, 0.34 means a 34% yield). The product is [CH2:1]([O:3][C:4](=[O:30])[CH2:5][N:6]1[C:14]2[CH2:13][CH2:12][CH2:11][CH:10]([NH:15][S:16]([C:19]3[CH:20]=[C:21]([C:32]#[C:31][Si:33]([CH3:36])([CH3:35])[CH3:34])[CH:22]=[C:23]([C:25]([F:28])([F:27])[F:26])[CH:24]=3)(=[O:18])=[O:17])[C:9]=2[CH:8]=[N:7]1)[CH3:2]. The catalyst is C(N(CC)CC)C.C1(C)C=CC=CC=1.O.[Cu]I.Cl[Pd](Cl)([P](C1C=CC=CC=1)(C1C=CC=CC=1)C1C=CC=CC=1)[P](C1C=CC=CC=1)(C1C=CC=CC=1)C1C=CC=CC=1. The reactants are [CH2:1]([O:3][C:4](=[O:30])[CH2:5][N:6]1[C:14]2[CH2:13][CH2:12][CH2:11][CH:10]([NH:15][S:16]([C:19]3[CH:24]=[C:23]([C:25]([F:28])([F:27])[F:26])[CH:22]=[C:21](Br)[CH:20]=3)(=[O:18])=[O:17])[C:9]=2[CH:8]=[N:7]1)[CH3:2].[C:31]([Si:33]([CH3:36])([CH3:35])[CH3:34])#[CH:32]. The yield is 0.948.